This data is from Forward reaction prediction with 1.9M reactions from USPTO patents (1976-2016). The task is: Predict the product of the given reaction. The product is: [Br:1][C:2]1[CH:3]=[C:4]([CH3:10])[C:5]2[NH:9][CH:11]=[N:8][C:6]=2[CH:7]=1. Given the reactants [Br:1][C:2]1[CH:7]=[C:6]([NH2:8])[C:5]([NH2:9])=[C:4]([CH3:10])[CH:3]=1.[CH:11](O)=O, predict the reaction product.